The task is: Predict the reaction yield, written as a fraction of the theoretical maximum amount of product (1.0 means a 100% yield; for example, 0.34 means a 34% yield).. This data is from Reaction yield outcomes from USPTO patents with 853,638 reactions. (1) The reactants are [K+].[S:2]([C:6]1[CH:14]=[CH:13][C:9]([C:10]([O-:12])=O)=[CH:8][CH:7]=1)([OH:5])(=[O:4])=O.[Cl:15][C:16]1[CH:17]=[C:18]([CH:21]=[CH:22][C:23]=1[C:24]([F:27])([F:26])[F:25])[CH2:19][NH2:20].S(Cl)([Cl:30])=O. No catalyst specified. The product is [Cl:15][C:16]1[CH:17]=[C:18]([CH:21]=[CH:22][C:23]=1[C:24]([F:25])([F:26])[F:27])[CH2:19][NH:20][C:10]([C:9]1[CH:8]=[CH:7][C:6]([S:2]([Cl:30])(=[O:4])=[O:5])=[CH:14][CH:13]=1)=[O:12]. The yield is 0.450. (2) The reactants are Br[C:2]1[CH:3]=[C:4]([CH:8]=[CH:9][CH:10]=1)[C:5]([OH:7])=[O:6].[Na+].[I-:12].CN[C@@H]1CCCC[C@H]1NC.C[Si](C)(C)N[Si](C)(C)C.Cl. The catalyst is [Cu]I.O1CCOCC1. The product is [I:12][C:2]1[CH:3]=[C:4]([CH:8]=[CH:9][CH:10]=1)[C:5]([OH:7])=[O:6]. The yield is 0.900. (3) The reactants are [Br:1][C:2]1[CH:3]=[N:4][CH:5]=[C:6]([N+:9]([O-:11])=[O:10])[C:7]=1Cl.O.[NH2:13][NH2:14]. The catalyst is C(O)C. The product is [Br:1][C:2]1[CH:3]=[N:4][CH:5]=[C:6]([N+:9]([O-:11])=[O:10])[C:7]=1[NH:13][NH2:14]. The yield is 0.795. (4) The reactants are [CH2:1]1COC23OCCOC2([C@]2(CC[C@H]4[C@@H](CC(=C)C5[C@]4(C)CCCC5)[C@@H]2C3)C)O1.[CH2:29]1[CH2:53][O:52][C:31]2([CH2:36][CH2:35][C@H:34]3[C@H:37]4[C@H:47]([CH2:48][CH2:49][C@:32]23[CH3:33])[C@:45]2([CH3:46])[C@:40]([OH:51])([CH2:41][C:42](=O)[CH2:43][CH2:44]2)[CH2:39][CH2:38]4)[O:30]1. No catalyst specified. The product is [CH2:29]1[CH2:53][O:52][C:31]2([CH2:36][CH2:35][C@H:34]3[C@H:37]4[C@H:47]([CH2:48][CH2:49][C@:32]23[CH3:33])[C@:45]2([CH3:46])[C@:40]([OH:51])([CH2:41][C:42](=[CH2:1])[CH2:43][CH2:44]2)[CH2:39][CH2:38]4)[O:30]1. The yield is 0.980. (5) The reactants are [CH:1]([C@H:14]1[O:19][CH2:18][C@@H:17]([NH2:20])[CH2:16][CH2:15]1)([C:8]1[CH:13]=[CH:12][CH:11]=[CH:10][CH:9]=1)[C:2]1[CH:7]=[CH:6][CH:5]=[CH:4][CH:3]=1.[CH:21](=O)[C:22]1[CH:27]=[CH:26][CH:25]=[CH:24][CH:23]=1.C(O)(=O)C.[BH3-]C#N.[Na+]. The catalyst is ClCCCl.CO. The product is [CH:1]([C@H:14]1[O:19][CH2:18][C@@H:17]([NH:20][CH2:21][C:22]2[CH:27]=[CH:26][CH:25]=[CH:24][CH:23]=2)[CH2:16][CH2:15]1)([C:8]1[CH:13]=[CH:12][CH:11]=[CH:10][CH:9]=1)[C:2]1[CH:3]=[CH:4][CH:5]=[CH:6][CH:7]=1. The yield is 0.850. (6) The yield is 0.552. The reactants are Cl.[CH3:2][O:3][C:4]1[CH:9]=[C:8]([CH3:10])[NH:7][C:6](=[O:11])[C:5]=1[CH2:12][NH:13][C:14]([C:16]1[C:24]2[C:19](=[CH:20][CH:21]=[CH:22][CH:23]=2)[N:18]([CH:25]([CH:27]2[CH2:32][CH2:31][NH:30][CH2:29][CH2:28]2)[CH3:26])[C:17]=1[CH3:33])=[O:15].CN(C=O)C.C1COCC1.C(N(C(C)C)C(C)C)C.[C:53](Cl)(=[O:58])[O:54][CH:55]([CH3:57])[CH3:56].[Li+].[OH-]. The product is [CH3:2][O:3][C:4]1[CH:9]=[C:8]([CH3:10])[NH:7][C:6](=[O:11])[C:5]=1[CH2:12][NH:13][C:14]([C:16]1[C:24]2[C:19](=[CH:20][CH:21]=[CH:22][CH:23]=2)[N:18]([CH:25]([CH:27]2[CH2:28][CH2:29][N:30]([C:53]([O:54][CH:55]([CH3:57])[CH3:56])=[O:58])[CH2:31][CH2:32]2)[CH3:26])[C:17]=1[CH3:33])=[O:15]. No catalyst specified. (7) The reactants are [CH2:1]([OH:13])[CH2:2][CH2:3][CH2:4][CH2:5][CH2:6][CH2:7][CH2:8][CH2:9][CH2:10][CH2:11][CH3:12].[C:14](OCC)(=[O:18])[CH:15]([CH3:17])[OH:16]. No catalyst specified. The product is [C:14]([O:13][CH2:1][CH2:2][CH2:3][CH2:4][CH2:5][CH2:6][CH2:7][CH2:8][CH2:9][CH2:10][CH2:11][CH3:12])(=[O:18])[CH:15]([CH3:17])[OH:16]. The yield is 0.800. (8) The reactants are [F:1][C:2]1[C:7]([F:8])=[CH:6][CH:5]=[CH:4][C:3]=1[NH:9][C:10]1[CH:15]=[CH:14][N:13]=[CH:12][C:11]=1[N+:16]([O-])=O.[H][H]. The catalyst is CO.[Pd]. The product is [F:1][C:2]1[C:7]([F:8])=[CH:6][CH:5]=[CH:4][C:3]=1[NH:9][C:10]1[CH:15]=[CH:14][N:13]=[CH:12][C:11]=1[NH2:16]. The yield is 0.900. (9) The reactants are [S:1]1[CH:5]=[CH:4][C:3]([C:6]2[O:7][C:8]3[C:9](=[C:11]([C:15]([OH:17])=O)[CH:12]=[CH:13][CH:14]=3)[N:10]=2)=[CH:2]1.Cl.Cl.[NH2:20][CH:21]1[CH2:28][CH:27]2[N:29]([CH3:30])[CH:23]([CH2:24][CH2:25][CH2:26]2)[CH2:22]1.Cl.C(N=C=NCCCN(C)C)C.ON1C2C=CC=CC=2N=N1.CCN(C(C)C)C(C)C. The catalyst is CN(C=O)C.C(OCC)(=O)C. The product is [CH3:30][N:29]1[CH:23]2[CH2:24][CH2:25][CH2:26][CH:27]1[CH2:28][CH:21]([NH:20][C:15]([C:11]1[CH:12]=[CH:13][CH:14]=[C:8]3[O:7][C:6]([C:3]4[CH:4]=[CH:5][S:1][CH:2]=4)=[N:10][C:9]=13)=[O:17])[CH2:22]2. The yield is 0.410. (10) The reactants are [Br:1][C:2]1[C:14]2[C:13]3[C:8](=[CH:9][C:10]([NH:15][C:16](=[O:23])[C:17]([CH3:22])([CH3:21])[CH2:18][CH2:19]O)=[CH:11][CH:12]=3)[NH:7][C:6]=2[C:5]([C:24]([NH2:26])=[O:25])=[CH:4][CH:3]=1.N(C(OCC)=O)=NC(OCC)=O.C1(P(C2C=CC=CC=2)C2C=CC=CC=2)C=CC=CC=1. The catalyst is C1COCC1.C(Cl)Cl. The product is [Br:1][C:2]1[C:14]2[C:13]3[C:8](=[CH:9][C:10]([N:15]4[CH2:19][CH2:18][C:17]([CH3:22])([CH3:21])[C:16]4=[O:23])=[CH:11][CH:12]=3)[NH:7][C:6]=2[C:5]([C:24]([NH2:26])=[O:25])=[CH:4][CH:3]=1. The yield is 0.520.